Dataset: Full USPTO retrosynthesis dataset with 1.9M reactions from patents (1976-2016). Task: Predict the reactants needed to synthesize the given product. (1) Given the product [F:36][C:29]1[CH:30]=[C:31]([O:34][CH3:35])[CH:32]=[CH:33][C:28]=1[C:18]1[C:17]2[C:22](=[CH:11][C:9]([C:6]([CH3:7])=[CH2:8])=[CH:10][CH:16]=2)[N:21]=[C:20]([C:24]([O:26][CH3:27])=[O:25])[CH:19]=1, predict the reactants needed to synthesize it. The reactants are: C(B1O[C:9]([CH3:11])([CH3:10])[C:6]([CH3:8])([CH3:7])O1)(C)=C.ClC1C=[C:22]2[C:17]([C:18]([C:28]3[CH:33]=[CH:32][C:31]([O:34][CH3:35])=[CH:30][C:29]=3[F:36])=[CH:19][C:20]([C:24]([O:26][CH3:27])=[O:25])=[N:21]2)=[CH:16]C=1.[O-]P([O-])([O-])=O.[K+].[K+].[K+].O1CCOCC1. (2) The reactants are: [Br:1][C:2]1[CH:7]=[CH:6][C:5]([C:8]2[C:17]3[C:12](=[CH:13][C:14]([O:18][CH3:19])=[CH:15][CH:16]=3)[C:11](=O)[NH:10][N:9]=2)=[CH:4][CH:3]=1.P(Cl)(Cl)([Cl:23])=O. Given the product [Br:1][C:2]1[CH:7]=[CH:6][C:5]([C:8]2[C:17]3[C:12](=[CH:13][C:14]([O:18][CH3:19])=[CH:15][CH:16]=3)[C:11]([Cl:23])=[N:10][N:9]=2)=[CH:4][CH:3]=1, predict the reactants needed to synthesize it. (3) Given the product [Cl:1][C:2]1[CH:3]=[CH:4][C:5]([C:8]2[N:9]([C:10]3[CH:15]=[CH:14][C:13]([S:16]([CH3:19])(=[O:17])=[O:18])=[CH:12][CH:11]=3)[CH2:27][C:28]([OH:37])([CH2:29][S:30][C:31]3[CH:36]=[CH:35][CH:34]=[CH:33][CH:32]=3)[N:20]=2)=[CH:6][CH:7]=1, predict the reactants needed to synthesize it. The reactants are: [Cl:1][C:2]1[CH:7]=[CH:6][C:5]([C:8](=[NH:20])[NH:9][C:10]2[CH:15]=[CH:14][C:13]([S:16]([CH3:19])(=[O:18])=[O:17])=[CH:12][CH:11]=2)=[CH:4][CH:3]=1.C(=O)(O)[O-].[Na+].Br[CH2:27][C:28](=[O:37])[CH2:29][S:30][C:31]1[CH:36]=[CH:35][CH:34]=[CH:33][CH:32]=1. (4) Given the product [OH:6][C:7]1[CH:8]=[C:9]([CH:16]=[CH:17][CH:18]=1)[CH2:10][NH:11][S:12]([CH3:15])(=[O:14])=[O:13], predict the reactants needed to synthesize it. The reactants are: B(Br)(Br)Br.C[O:6][C:7]1[CH:8]=[C:9]([CH:16]=[CH:17][CH:18]=1)[CH2:10][NH:11][S:12]([CH3:15])(=[O:14])=[O:13].CO. (5) Given the product [NH2:30][C:27]1[CH:28]=[CH:29][C:24]([S:23][C:9]2[C:6]3[C:7](=[O:8])[N:2]([CH3:1])[C:3](=[O:37])[N:4]([CH2:33][CH:34]([CH3:36])[CH3:35])[C:5]=3[S:11][C:10]=2[CH2:12][C:13]2[C:22]3[C:17](=[CH:18][CH:19]=[CH:20][CH:21]=3)[CH:16]=[CH:15][CH:14]=2)=[CH:25][CH:26]=1, predict the reactants needed to synthesize it. The reactants are: [CH3:1][N:2]1[C:7](=[O:8])[C:6]2[C:9]([S:23][C:24]3[CH:29]=[CH:28][C:27]([N+:30]([O-])=O)=[CH:26][CH:25]=3)=[C:10]([CH2:12][C:13]3[C:22]4[C:17](=[CH:18][CH:19]=[CH:20][CH:21]=4)[CH:16]=[CH:15][CH:14]=3)[S:11][C:5]=2[N:4]([CH2:33][CH:34]([CH3:36])[CH3:35])[C:3]1=[O:37].[Cl-].[NH4+].[OH-].[Na+]. (6) The reactants are: [N:1]([CH2:4][C:5]([NH:7][C@@H:8]1[C@@H:14]([OH:15])[C@@H:13]([OH:16])[C@@H:12]([CH2:17][OH:18])[O:11][CH:9]1[OH:10])=[O:6])=[N+:2]=[N-:3].C(O[C:23](=[O:25])[CH3:24])(=O)C. Given the product [C:5]([O:10][CH:9]1[O:11][C@H:12]([CH2:17][O:18][C:23](=[O:25])[CH3:24])[C@H:13]([O:16][C:12](=[O:11])[CH3:13])[C@H:14]([O:15][C:9](=[O:10])[CH3:8])[C@H:8]1[NH:7][C:5](=[O:6])[CH2:4][N:1]=[N+:2]=[N-:3])(=[O:6])[CH3:4], predict the reactants needed to synthesize it. (7) Given the product [C:17]([O:21][C:22](=[O:38])[CH2:23][O:16][C:13]1[CH:14]=[N:15][C:10]([C:7]2[CH:6]=[CH:5][C:4]([F:3])=[CH:9][CH:8]=2)=[CH:11][CH:12]=1)([CH3:20])([CH3:19])[CH3:18], predict the reactants needed to synthesize it. The reactants are: [H-].[Na+].[F:3][C:4]1[CH:9]=[CH:8][C:7]([C:10]2[N:15]=[CH:14][C:13]([OH:16])=[CH:12][CH:11]=2)=[CH:6][CH:5]=1.[C:17]([O:21][C:22](=[O:38])[CH2:23]OC1C=NC(C2C=CC=CC=2F)=CC=1)([CH3:20])([CH3:19])[CH3:18].C(OC(=O)CBr)(C)(C)C. (8) Given the product [F:20][C:19]1[CH:18]=[C:17]([C@H:21]([OH:22])[CH2:25][OH:24])[CH:16]=[N:15][C:14]=1[N:11]1[CH2:12][CH2:13][NH:8][C@@H:9]([CH3:28])[CH2:10]1, predict the reactants needed to synthesize it. The reactants are: C(OC([N:8]1[CH2:13][CH2:12][N:11]([C:14]2[C:19]([F:20])=[CH:18][C:17]([C@H:21]3[CH2:25][O:24]C(C)(C)[O:22]3)=[CH:16][N:15]=2)[CH2:10][C@@H:9]1[CH3:28])=O)(C)(C)C.Cl.C(OCC)C.